From a dataset of Full USPTO retrosynthesis dataset with 1.9M reactions from patents (1976-2016). Predict the reactants needed to synthesize the given product. (1) The reactants are: C([N:8](CC1C=CC=CC=1)[C:9]1([CH2:13][NH:14][C:15]2[C:24]3[C:19](=[CH:20][CH:21]=[C:22]([CH3:25])[CH:23]=3)[N:18]=[C:17]([N:26]3[CH2:32][C:31]4[CH:33]=[CH:34][C:35]([O:37][C:38]5[CH:43]=[CH:42][CH:41]=[CH:40][CH:39]=5)=[CH:36][C:30]=4[S:29](=[O:45])(=[O:44])[CH2:28][CH2:27]3)[CH:16]=2)[CH2:12][O:11][CH2:10]1)C1C=CC=CC=1.FC(F)(F)C(O)=O. Given the product [NH2:8][C:9]1([CH2:13][NH:14][C:15]2[C:24]3[C:19](=[CH:20][CH:21]=[C:22]([CH3:25])[CH:23]=3)[N:18]=[C:17]([N:26]3[CH2:32][C:31]4[CH:33]=[CH:34][C:35]([O:37][C:38]5[CH:43]=[CH:42][CH:41]=[CH:40][CH:39]=5)=[CH:36][C:30]=4[S:29](=[O:44])(=[O:45])[CH2:28][CH2:27]3)[CH:16]=2)[CH2:12][O:11][CH2:10]1, predict the reactants needed to synthesize it. (2) The reactants are: Cl[C:2]1[N:7]=[C:6]([C:8]2[C:17]3[CH2:16][CH2:15][CH2:14][CH2:13][C:12]=3[N:11]=[C:10]([O:18][CH2:19][C:20]3[CH:25]=[CH:24][CH:23]=[CH:22][N:21]=3)[CH:9]=2)[CH:5]=[N:4][CH:3]=1.[F-:26].[Cs+].O1CCOCCOCCOCCOCCOCC1.CC#N. Given the product [F:26][C:2]1[N:7]=[C:6]([C:8]2[C:17]3[CH2:16][CH2:15][CH2:14][CH2:13][C:12]=3[N:11]=[C:10]([O:18][CH2:19][C:20]3[CH:25]=[CH:24][CH:23]=[CH:22][N:21]=3)[CH:9]=2)[CH:5]=[N:4][CH:3]=1, predict the reactants needed to synthesize it. (3) Given the product [C:1]([C:5]1[N:6]=[C:7]([NH:10][C:11](=[O:22])[C:12]2[CH:17]=[CH:16][N:15]=[C:14]([NH2:18])[CH:13]=2)[S:8][CH:9]=1)([CH3:4])([CH3:2])[CH3:3], predict the reactants needed to synthesize it. The reactants are: [C:1]([C:5]1[N:6]=[C:7]([NH:10][C:11](=[O:22])[C:12]2[CH:17]=[CH:16][N:15]=[C:14]([NH:18]C(=O)C)[CH:13]=2)[S:8][CH:9]=1)([CH3:4])([CH3:3])[CH3:2].Cl. (4) Given the product [CH3:38][N:39]1[C:1]([C:3]2[CH2:4][CH:5]([NH:8][C:9](=[O:15])[O:10][C:11]([CH3:14])([CH3:13])[CH3:12])[CH2:6][CH:7]=2)=[CH:36][N:35]=[CH:34]1, predict the reactants needed to synthesize it. The reactants are: [CH:1]([C:3]1[CH2:4][CH:5]([NH:8][C:9](=[O:15])[O:10][C:11]([CH3:14])([CH3:13])[CH3:12])[CH2:6][CH:7]=1)=O.CN.S(C[N+]#[C-])(C1C=CC(C)=CC=1)(=O)=O.C1CC[N:39]2[C:34](=[N:35][CH2:36]C[CH2:38]2)CC1. (5) Given the product [F:14][CH:13]([SiH2:11][CH2:10][CH2:9][SiH2:11][CH:13]([F:14])[F:15])[F:15], predict the reactants needed to synthesize it. The reactants are: [Sb](F)(F)F.FC([SiH](F)[CH:9]([SiH:11]([CH:13]([F:15])[F:14])F)[CH3:10])F.